From a dataset of Rat liver microsome stability data. Regression/Classification. Given a drug SMILES string, predict its absorption, distribution, metabolism, or excretion properties. Task type varies by dataset: regression for continuous measurements (e.g., permeability, clearance, half-life) or binary classification for categorical outcomes (e.g., BBB penetration, CYP inhibition). Dataset: rlm. (1) The compound is COc1cc(NC(=O)C2CCC3(CC2)OOC2(OO3)C3CC4CC(C3)CC2C4)c2ncccc2c1-c1ccccc1. The result is 0 (unstable in rat liver microsomes). (2) The molecule is Cc1cc(C)c(C(=O)Nc2cccc(S(=O)(=O)Nc3ccc(Br)cc3)c2)[nH]1. The result is 1 (stable in rat liver microsomes).